From a dataset of NCI-60 drug combinations with 297,098 pairs across 59 cell lines. Regression. Given two drug SMILES strings and cell line genomic features, predict the synergy score measuring deviation from expected non-interaction effect. (1) Drug 1: C1=C(C(=O)NC(=O)N1)F. Drug 2: C1CC(=O)NC(=O)C1N2C(=O)C3=CC=CC=C3C2=O. Cell line: UACC62. Synergy scores: CSS=41.2, Synergy_ZIP=-1.03, Synergy_Bliss=-2.43, Synergy_Loewe=-5.27, Synergy_HSA=-2.23. (2) Drug 1: CN(C)N=NC1=C(NC=N1)C(=O)N. Drug 2: C1CC(C1)(C(=O)O)C(=O)O.[NH2-].[NH2-].[Pt+2]. Cell line: CAKI-1. Synergy scores: CSS=30.4, Synergy_ZIP=-10.9, Synergy_Bliss=-4.17, Synergy_Loewe=-2.38, Synergy_HSA=0.643. (3) Drug 1: C1=CC(=CC=C1CCC2=CNC3=C2C(=O)NC(=N3)N)C(=O)NC(CCC(=O)O)C(=O)O. Drug 2: CN(C(=O)NC(C=O)C(C(C(CO)O)O)O)N=O. Cell line: MOLT-4. Synergy scores: CSS=56.8, Synergy_ZIP=0.151, Synergy_Bliss=-2.45, Synergy_Loewe=-27.1, Synergy_HSA=-2.37. (4) Drug 1: C1=NNC2=C1C(=O)NC=N2. Drug 2: C1C(C(OC1N2C=NC3=C2NC=NCC3O)CO)O. Cell line: UACC62. Synergy scores: CSS=-0.0825, Synergy_ZIP=0.611, Synergy_Bliss=1.06, Synergy_Loewe=-2.31, Synergy_HSA=-1.96. (5) Drug 1: CN(C)N=NC1=C(NC=N1)C(=O)N. Drug 2: C1CC(C1)(C(=O)O)C(=O)O.[NH2-].[NH2-].[Pt+2]. Cell line: IGROV1. Synergy scores: CSS=52.2, Synergy_ZIP=0.520, Synergy_Bliss=1.93, Synergy_Loewe=-4.57, Synergy_HSA=5.89. (6) Drug 1: CS(=O)(=O)OCCCCOS(=O)(=O)C. Cell line: HS 578T. Drug 2: CC1C(C(CC(O1)OC2CC(CC3=C2C(=C4C(=C3O)C(=O)C5=C(C4=O)C(=CC=C5)OC)O)(C(=O)CO)O)N)O.Cl. Synergy scores: CSS=36.3, Synergy_ZIP=-0.0382, Synergy_Bliss=-0.658, Synergy_Loewe=-25.1, Synergy_HSA=0.0537.